Regression. Given a peptide amino acid sequence and an MHC pseudo amino acid sequence, predict their binding affinity value. This is MHC class II binding data. From a dataset of Peptide-MHC class II binding affinity with 134,281 pairs from IEDB. (1) The peptide sequence is GPSLYSIVSPFIPLL. The MHC is DRB1_0701 with pseudo-sequence DRB1_0701. The binding affinity (normalized) is 0.686. (2) The peptide sequence is MAAHKFMVAMFLAVA. The MHC is HLA-DQA10104-DQB10503 with pseudo-sequence HLA-DQA10104-DQB10503. The binding affinity (normalized) is 0.200. (3) The peptide sequence is MGNSKSKSNPSSSSE. The MHC is H-2-IAb with pseudo-sequence H-2-IAb. The binding affinity (normalized) is 0.122. (4) The peptide sequence is YNTDGSTDYGILQINSR. The MHC is HLA-DPA10301-DPB10402 with pseudo-sequence HLA-DPA10301-DPB10402. The binding affinity (normalized) is 0. (5) The peptide sequence is PASWKNNRIWLQFAK. The MHC is DRB1_0802 with pseudo-sequence DRB1_0802. The binding affinity (normalized) is 0.232.